Dataset: Full USPTO retrosynthesis dataset with 1.9M reactions from patents (1976-2016). Task: Predict the reactants needed to synthesize the given product. (1) The reactants are: [F:1][C:2]([F:32])([F:31])[C:3]1[CH:4]=[C:5]([CH:9]2[CH2:14][N:13]([C:15](OC3C=CC([N+]([O-])=O)=CC=3)=[O:16])[CH2:12][CH:11]([C:27]([O:29][CH3:30])=[O:28])[CH2:10]2)[CH:6]=[CH:7][CH:8]=1.[OH:33][CH:34]1[CH2:39][CH2:38][NH:37][CH2:36][CH2:35]1.C(=O)([O-])[O-].[K+].[K+]. Given the product [OH:33][CH:34]1[CH2:39][CH2:38][N:37]([C:15]([N:13]2[CH2:14][CH:9]([C:5]3[CH:6]=[CH:7][CH:8]=[C:3]([C:2]([F:1])([F:31])[F:32])[CH:4]=3)[CH2:10][CH:11]([C:27]([O:29][CH3:30])=[O:28])[CH2:12]2)=[O:16])[CH2:36][CH2:35]1, predict the reactants needed to synthesize it. (2) Given the product [Cl:13][C:14]1[CH:15]=[CH:16][C:17]([CH2:18][CH:19]([N:28]([CH3:29])[C:8](=[O:10])[CH:7]=[C:5]2[C:4](=[O:11])[O:3][C:2]([CH3:1])([CH3:12])[O:6]2)[CH2:20][C:21]2[CH:26]=[CH:25][C:24]([Cl:27])=[CH:23][CH:22]=2)=[CH:30][CH:31]=1, predict the reactants needed to synthesize it. The reactants are: [CH3:1][C:2]1([CH3:12])[O:6][C:5](=[CH:7][C:8]([OH:10])=O)[C:4](=[O:11])[O:3]1.[Cl:13][C:14]1[CH:31]=[CH:30][C:17]([CH2:18][CH:19]([NH:28][CH3:29])[CH2:20][C:21]2[CH:26]=[CH:25][C:24]([Cl:27])=[CH:23][CH:22]=2)=[CH:16][CH:15]=1.F[P-](F)(F)(F)(F)F.N1(O[P+](N2CCCC2)(N2CCCC2)N2CCCC2)C2C=CC=CC=2N=N1.C(N(CC)CC)C. (3) Given the product [CH3:7][O:8][C:9]1[CH:14]=[CH:13][CH:12]=[CH:11][C:10]=1[C:2]1[S:3][CH:4]=[CH:5][CH:6]=1, predict the reactants needed to synthesize it. The reactants are: Br[C:2]1[S:3][CH:4]=[CH:5][CH:6]=1.[CH3:7][O:8][C:9]1[CH:14]=[CH:13][CH:12]=[CH:11][C:10]=1B(O)O.P([O-])([O-])([O-])=O.[K+].[K+].[K+].[Cl-].[NH4+]. (4) Given the product [N+:2]([C:5]1[CH:10]=[CH:9][N:8]2[CH:11]=[C:12]([C:14]([NH2:1])=[O:16])[N:13]=[C:7]2[CH:6]=1)([O-:4])=[O:3], predict the reactants needed to synthesize it. The reactants are: [NH3:1].[N+:2]([C:5]1[CH:10]=[CH:9][N:8]2[CH:11]=[C:12]([C:14]([O:16]CC)=O)[N:13]=[C:7]2[CH:6]=1)([O-:4])=[O:3].Cl.